From a dataset of NCI-60 drug combinations with 297,098 pairs across 59 cell lines. Regression. Given two drug SMILES strings and cell line genomic features, predict the synergy score measuring deviation from expected non-interaction effect. Drug 1: CC1=C(N=C(N=C1N)C(CC(=O)N)NCC(C(=O)N)N)C(=O)NC(C(C2=CN=CN2)OC3C(C(C(C(O3)CO)O)O)OC4C(C(C(C(O4)CO)O)OC(=O)N)O)C(=O)NC(C)C(C(C)C(=O)NC(C(C)O)C(=O)NCCC5=NC(=CS5)C6=NC(=CS6)C(=O)NCCC[S+](C)C)O. Drug 2: CC1C(C(CC(O1)OC2CC(CC3=C2C(=C4C(=C3O)C(=O)C5=CC=CC=C5C4=O)O)(C(=O)C)O)N)O. Cell line: CCRF-CEM. Synergy scores: CSS=41.7, Synergy_ZIP=-7.15, Synergy_Bliss=-9.16, Synergy_Loewe=-5.89, Synergy_HSA=-4.61.